Predict the reactants needed to synthesize the given product. From a dataset of Full USPTO retrosynthesis dataset with 1.9M reactions from patents (1976-2016). (1) Given the product [Cl:25][C:26]1[CH:27]=[C:28]([NH:29][C:22]2[C:23]3[N:15]([CH2:14][CH2:13][O:12][CH2:11][CH2:10][OH:9])[CH:16]=[CH:17][C:18]=3[N:19]=[CH:20][N:21]=2)[CH:30]=[CH:31][C:32]=1[O:33][C:34]1[CH:39]=[CH:38][CH:37]=[C:36]([C:40]2[O:41][CH:42]=[C:43]([CH3:45])[N:44]=2)[CH:35]=1, predict the reactants needed to synthesize it. The reactants are: C([O:9][CH2:10][CH2:11][O:12][CH2:13][CH2:14][N:15]1[C:23]2[C:22](Cl)=[N:21][CH:20]=[N:19][C:18]=2[CH:17]=[CH:16]1)(=O)C1C=CC=CC=1.[Cl:25][C:26]1[CH:27]=[C:28]([CH:30]=[CH:31][C:32]=1[O:33][C:34]1[CH:39]=[CH:38][CH:37]=[C:36]([C:40]2[O:41][CH:42]=[C:43]([CH3:45])[N:44]=2)[CH:35]=1)[NH2:29].C(O)(C)C.[OH-].[Na+]. (2) Given the product [F:1][C:2]([F:16])([CH2:8][CH2:9][C:10]1[CH:15]=[CH:14][CH:13]=[CH:12][CH:11]=1)[CH2:3][OH:4], predict the reactants needed to synthesize it. The reactants are: [F:1][C:2]([F:16])([CH2:8][CH2:9][C:10]1[CH:15]=[CH:14][CH:13]=[CH:12][CH:11]=1)[C:3](OCC)=[O:4].[H-].[Al+3].[Li+].[H-].[H-].[H-].O.[OH-].[Na+].